From a dataset of Full USPTO retrosynthesis dataset with 1.9M reactions from patents (1976-2016). Predict the reactants needed to synthesize the given product. (1) Given the product [Cl:1][C:2]1[CH:9]=[C:8]([N:10]([C@H:22]2[CH2:26][CH2:25][N:24]([S:30]([CH2:29][C:28]([F:35])([F:34])[F:27])(=[O:32])=[O:31])[CH2:23]2)[CH2:11][C:12]2[CH:17]=[CH:16][CH:15]=[CH:14][C:13]=2[C:18]([F:19])([F:20])[F:21])[CH:7]=[CH:6][C:3]=1[C:4]#[N:5], predict the reactants needed to synthesize it. The reactants are: [Cl:1][C:2]1[CH:9]=[C:8]([N:10]([C@H:22]2[CH2:26][CH2:25][NH:24][CH2:23]2)[CH2:11][C:12]2[CH:17]=[CH:16][CH:15]=[CH:14][C:13]=2[C:18]([F:21])([F:20])[F:19])[CH:7]=[CH:6][C:3]=1[C:4]#[N:5].[F:27][C:28]([F:35])([F:34])[CH2:29][S:30](Cl)(=[O:32])=[O:31]. (2) Given the product [F:1][C:2]1([F:14])[O:6][C:5]2[CH:7]=[C:8]([O:12][CH3:13])[C:9]([B:26]3[O:30][C:29]([CH3:32])([CH3:31])[C:28]([CH3:34])([CH3:33])[O:27]3)=[CH:10][C:4]=2[O:3]1, predict the reactants needed to synthesize it. The reactants are: [F:1][C:2]1([F:14])[O:6][C:5]2[CH:7]=[C:8]([O:12][CH3:13])[C:9](I)=[CH:10][C:4]=2[O:3]1.[Cl-].[Li+].C([Mg+])(C)C.[Cl-].C(O[B:26]1[O:30][C:29]([CH3:32])([CH3:31])[C:28]([CH3:34])([CH3:33])[O:27]1)(C)C.[NH4+].[Cl-].[Na+].[Cl-].